Dataset: Peptide-MHC class II binding affinity with 134,281 pairs from IEDB. Task: Regression. Given a peptide amino acid sequence and an MHC pseudo amino acid sequence, predict their binding affinity value. This is MHC class II binding data. (1) The peptide sequence is SEDLGKTFSVGTGNC. The MHC is HLA-DQA10103-DQB10603 with pseudo-sequence HLA-DQA10103-DQB10603. The binding affinity (normalized) is 0.316. (2) The peptide sequence is IMLLAYYIAAVNIES. The MHC is HLA-DQA10102-DQB10502 with pseudo-sequence HLA-DQA10102-DQB10502. The binding affinity (normalized) is 0.565. (3) The peptide sequence is LRYMGEDGCWYGMEI. The MHC is DRB3_0101 with pseudo-sequence DRB3_0101. The binding affinity (normalized) is 0.410. (4) The peptide sequence is GGLQIVDKIDAAFKI. The MHC is DRB1_0701 with pseudo-sequence DRB1_0701. The binding affinity (normalized) is 0.810. (5) The peptide sequence is IAIAFLSVSNNYEYI. The MHC is DRB1_0405 with pseudo-sequence DRB1_0405. The binding affinity (normalized) is 0.983. (6) The peptide sequence is EKKYFAATQFEPAAA. The MHC is HLA-DQA10401-DQB10402 with pseudo-sequence HLA-DQA10401-DQB10402. The binding affinity (normalized) is 0.454. (7) The binding affinity (normalized) is 0.616. The peptide sequence is EEFVSLASRFLVEED. The MHC is HLA-DPA10201-DPB10101 with pseudo-sequence HLA-DPA10201-DPB10101. (8) The peptide sequence is NGCFKIYHKCDNACI. The MHC is DRB1_0101 with pseudo-sequence DRB1_0101. The binding affinity (normalized) is 0.167. (9) The peptide sequence is PATPAAPGAGYTPAT. The MHC is DRB1_0901 with pseudo-sequence DRB1_0901. The binding affinity (normalized) is 0.0488. (10) The MHC is DRB1_1302 with pseudo-sequence DRB1_1302. The peptide sequence is AAGVPPADKYRTFVA. The binding affinity (normalized) is 0.